Task: Binary Classification. Given a miRNA mature sequence and a target amino acid sequence, predict their likelihood of interaction.. Dataset: Experimentally validated miRNA-target interactions with 360,000+ pairs, plus equal number of negative samples (1) The miRNA is hsa-miR-4696 with sequence UGCAAGACGGAUACUGUCAUCU. The protein sequence of the target gene is MSGGASATGPRRGPPGLEDTTSKKKQKDRANQESKDGDPRKETGSRYVAQAGLEPLASGDPSASASHAAGITGSRHRTRLFFPSSSGSASTPQEEQTKEGACEDPHDLLATPTPELLLDWRQSAEEVIVKLRVGVGPLQLEDVDAAFTDTDCVVRFAGGQQWGGVFYAEIKSSCAKVQTRKGSLLHLTLPKKVPMLTWPSLLVEADEQLCIPPLNSQTCLLGSEENLAPLAGEKAVPPGNDPVSPAMVRSRNPGKDDCAKEEMAVAADAATLVDEPESMVNLAFVKNDSYEKGPDSVVVH.... Result: 0 (no interaction). (2) The miRNA is hsa-miR-6513-3p with sequence UCAAGUGUCAUCUGUCCCUAG. The protein sequence of the target gene is MCRCPPEHHDGRMTSAEVGAAAGGAQAAGPPEWPPGSPQALRQPGRARVAMAALVWLLAGASMSSLNKWIFTVHGFGRPLLLSALHMLVAALACHRGARRPMPGGTRCRVLLLSLTFGTSMACGNVGLRAVPLDLAQLVTTTTPLFTLALSALLLGRRHHPLQLAAMGPLCLGAACSLAGEFRTPPTGCGFLLAATCLRGLKSVQQSALLQEERLDAVTLLYATSLPSFCLLAGAALVLEAGVAPPPTAGDSRLWACILLSCLLSVLYNLASFSLLALTSALTVHVLGNLTVVGNLILSR.... Result: 1 (interaction). (3) The miRNA is mmu-miR-6955-3p with sequence ACACCUGUCUCCUUUGCCCACA. The protein sequence of the target gene is MRCISPTALVTFCAGFCISNPVLAQGLEAGVGPRADCEVCKEFLDRFYNSLLSRGIDFSADTIEKELLNFCSDAKGKENRLCYYLGATTDAATKILGEVTRPMSVHIPAVKICEKLKKMDSQICELKYGKKLDLASVDLWKMRVAELKQILQRWGEECRACAEKSDYVNLIRELAPKYVEIYPQTEL. Result: 0 (no interaction). (4) Result: 1 (interaction). The miRNA is hsa-miR-664b-3p with sequence UUCAUUUGCCUCCCAGCCUACA. The protein sequence of the target gene is MEPKRIREGYLVKKGSVFNTWKPMWVVLLEDGIEFYKKKSDNSPKGMIPLKGSTLTSPCQDFGKRMFVFKITTTKQQDHFFQAAFLEERDAWVRDIKKAIKCIEGGQKFARKSTRRSIRLPETIDLGALYLSMKDTEKGIKELNLEKDKKIFNHCFTGNCVIDWLVSNQSVRNRQEGLMIASSLLNEGYLQPAGDMSKSAVDGTAENPFLDNPDAFYYFPDSGFFCEENSSDDDVILKEEFRGVIIKQGCLLKQGHRRKNWKVRKFILREDPAYLHYYDPAGAEDPLGAIHLRGCVVTSV.... (5) The miRNA is mmu-miR-709 with sequence GGAGGCAGAGGCAGGAGGA. The protein sequence of the target gene is MNRAKPTTVRRPSAAAKPSGHPPPGDFIALGSKGQANESKTASTLLKPAPSGLPSERKRDAAAALSSASALTGLTKRPKLSSTPPLSALGRLAEAAVAEKRAISPSIKEPSVVPIEVLPTVLLDEIEAAELEGNDDRIEGVLCGAVKQLKVTRAKPDSTLYLSLMYLAKIKPNIFATEGVIEALCSLLRRDASINFKAKGNSLVSVLACNLLMAAYEEDENWPEIFVKVYIEDSLGERIWVDSPHCKTFVDNIQTAFNTRMPPRSVLLQGEAGRVAGDLGAGSSPHPSLTEEEDSQTELL.... Result: 0 (no interaction). (6) The miRNA is hsa-miR-4786-5p with sequence UGAGACCAGGACUGGAUGCACC. The protein sequence of the target gene is MLRAALSLLALPLAGAAEEPTQKPESPGEPPPGLELFRWQWHEVEAPYLVALWILVASLAKIVFHLSRKVTSLVPESCLLILLGLVLGGIVLAVAKKAEYQLEPGTFFLFLLPPIVLDSGYFMPSRLFFDNLGAILTYAVVGTLWNAFTTGAALWGLQQAGLVAPRVQAGLLDFLLFGSLISAVDPVAVLAVFEEVHVNETLFIIVFGESLLNDAVTVVLYKVCNSFVEMGSANVQATDYLKGVASLFVVSLGGAAVGLVFAFLLALTTRFTKRVRIIEPLLVFLLAYAAYLTAEMASLS.... Result: 0 (no interaction). (7) The miRNA is hsa-miR-6726-5p with sequence CGGGAGCUGGGGUCUGCAGGU. The protein sequence of the target gene is MKMADAKQKRNEQLKRWIGSETDLEPPVVKRQKTKVKFDDGAVFLAACSSGDTDEVLKLLHRGADINYANVDGLTALHQACIDDNVDMVKFLVENGANINQPDNEGWIPLHAAASCGYLDIAEFLIGQGAHVGAVNSEGDTPLDIAEEEAMEELLQNEVNRQGVDIEAARKEEERIMLRDARQWLNSGHISDVRHAKSGGTALHVAAAKGYTEVLKLLIQAGYDVNIKDYDGWTPLHAAAHWGKEEACRILVDNLCDMETVNKVGQTAFDVADEDILGYLEELQKKQNLLHSEKRDKKSP.... Result: 0 (no interaction).